From a dataset of Full USPTO retrosynthesis dataset with 1.9M reactions from patents (1976-2016). Predict the reactants needed to synthesize the given product. (1) Given the product [CH2:16]([O:18][CH2:19][C:20]([NH:14][C:6]1[CH:5]=[CH:4][C:3]2[C:2]([CH3:15])([CH3:1])[CH2:11][CH2:10][C:9]([CH3:13])([CH3:12])[C:8]=2[CH:7]=1)=[O:21])[CH3:17], predict the reactants needed to synthesize it. The reactants are: [CH3:1][C:2]1([CH3:15])[CH2:11][CH2:10][C:9]([CH3:13])([CH3:12])[C:8]2[CH:7]=[C:6]([NH2:14])[CH:5]=[CH:4][C:3]1=2.[CH2:16]([O:18][CH2:19][C:20](O)=[O:21])[CH3:17].CN(C1C=CC=CN=1)C.C1(N=C=NC2CCCCC2)CCCCC1. (2) Given the product [CH3:32][C:33]1[S:34][CH:35]=[C:36]([C:38]2[CH:43]=[CH:42][C:41]([O:44][CH2:46][CH:47]3[CH:52]([NH:53][C:54](=[O:60])[O:55][C:56]([CH3:59])([CH3:58])[CH3:57])[CH2:51][CH2:50][O:49][CH2:48]3)=[CH:40][CH:39]=2)[N:37]=1, predict the reactants needed to synthesize it. The reactants are: P(CCCC)(CCCC)CCCC.C1CCN(C(N=NC(N2CCCCC2)=O)=O)CC1.[CH3:32][C:33]1[S:34][CH:35]=[C:36]([C:38]2[CH:43]=[CH:42][C:41]([OH:44])=[CH:40][CH:39]=2)[N:37]=1.O[CH2:46][CH:47]1[CH:52]([NH:53][C:54](=[O:60])[O:55][C:56]([CH3:59])([CH3:58])[CH3:57])[CH2:51][CH2:50][O:49][CH2:48]1.[OH-].[Na+]. (3) The reactants are: C(O[CH:5]([C:14]1[C:15]([O:20]CC2C=CC=CC=2)=[N:16][CH:17]=[CH:18][CH:19]=1)[C:6]1[CH:11]=[CH:10][C:9]([O:12][CH3:13])=[CH:8][CH:7]=1)(=O)C.CO.C(C1C=CC(CC2C(O)=NC(C)=CC=2)=CC=1)C. Given the product [CH3:13][O:12][C:9]1[CH:8]=[CH:7][C:6]([CH2:5][C:14]2[C:15]([OH:20])=[N:16][CH:17]=[CH:18][CH:19]=2)=[CH:11][CH:10]=1, predict the reactants needed to synthesize it. (4) The reactants are: [N+:1]([C:4]1[C:5]([NH:14][C:15]2[CH:20]=[CH:19][CH:18]=[CH:17][CH:16]=2)=[CH:6][CH:7]=[C:8]2[C:13]=1[N:12]=[CH:11][CH:10]=[CH:9]2)([O-])=O.Cl[Sn]Cl. Given the product [C:15]1([NH:14][C:5]2[C:4]([NH2:1])=[C:13]3[C:8]([CH:9]=[CH:10][CH:11]=[N:12]3)=[CH:7][CH:6]=2)[CH:16]=[CH:17][CH:18]=[CH:19][CH:20]=1, predict the reactants needed to synthesize it.